Predict the reactants needed to synthesize the given product. From a dataset of Full USPTO retrosynthesis dataset with 1.9M reactions from patents (1976-2016). Given the product [Cl:3][C:4]1[CH:5]=[CH:6][C:7]([CH2:10][CH2:11][C:12](=[O:14])[CH3:1])=[CH:8][CH:9]=1, predict the reactants needed to synthesize it. The reactants are: [CH3:1][Li].[Cl:3][C:4]1[CH:9]=[CH:8][C:7]([CH2:10][CH2:11][C:12]([OH:14])=O)=[CH:6][CH:5]=1.